From a dataset of Catalyst prediction with 721,799 reactions and 888 catalyst types from USPTO. Predict which catalyst facilitates the given reaction. (1) Reactant: Cl[C:2]1[C:7]2[N:8]=[CH:9][NH:10][C:6]=2[CH:5]=[CH:4][N:3]=1.O.[NH2:12][NH2:13]. Product: [NH:12]([C:2]1[C:7]2[N:8]=[CH:9][NH:10][C:6]=2[CH:5]=[CH:4][N:3]=1)[NH2:13]. The catalyst class is: 8. (2) Reactant: [OH-].[Li+].[CH3:3][C@H:4]1[C:12]2[C:11]([C:13]3[S:17][C:16]([C:18]([O-:20])=[O:19])=[CH:15][CH:14]=3)=[N:10][CH:9]=[N:8][C:7]=2[C@H:6]([O:21]C(=O)C2C=CC([N+]([O-])=O)=CC=2)[CH2:5]1. Product: [OH:21][C@H:6]1[C:7]2[N:8]=[CH:9][N:10]=[C:11]([C:13]3[S:17][C:16]([C:18]([OH:20])=[O:19])=[CH:15][CH:14]=3)[C:12]=2[C@H:4]([CH3:3])[CH2:5]1. The catalyst class is: 20. (3) Reactant: [CH3:1][O:2][C:3](=[O:25])[CH2:4][C:5]1[C:14]([CH3:15])=[C:13]([O:16]CC2C=CC=CC=2)[C:12]2[C:7](=[CH:8][CH:9]=[C:10]([F:24])[CH:11]=2)[CH:6]=1. Product: [CH3:1][O:2][C:3](=[O:25])[CH2:4][C:5]1[C:14]([CH3:15])=[C:13]([OH:16])[C:12]2[C:7](=[CH:8][CH:9]=[C:10]([F:24])[CH:11]=2)[CH:6]=1. The catalyst class is: 19. (4) Reactant: [OH:1][C:2]1[CH:3]=[C:4]([CH:7]=[CH:8][CH:9]=1)[CH:5]=O.[C:10]([OH:16])(=[O:15])[CH2:11]C(O)=O.C(O)(=O)C.[CH3:21][NH2:22]. Product: [OH:1][C:2]1[CH:3]=[C:4]([CH:5]([NH:22][CH3:21])[CH2:11][C:10]([OH:16])=[O:15])[CH:7]=[CH:8][CH:9]=1. The catalyst class is: 8. (5) Reactant: [NH2:1][C:2]1[CH:7]=[CH:6][CH:5]=[CH:4][CH:3]=1.N([O-])=O.[Na+].[N-:12]=[N+:13]=[N-].[Na+]. Product: [N:1]([C:2]1[CH:7]=[CH:6][CH:5]=[CH:4][CH:3]=1)=[N+:12]=[N-:13]. The catalyst class is: 223. (6) Reactant: Cl[C:2]1[CH:3]=[CH:4][C:5]([C:8]#[N:9])=[N:6][CH:7]=1.Cl.[NH:11]1[CH2:15][CH2:14][CH:13]([OH:16])[CH2:12]1.C([O-])([O-])=O.[K+].[K+]. Product: [OH:16][CH:13]1[CH2:14][CH2:15][N:11]([C:2]2[CH:3]=[CH:4][C:5]([C:8]#[N:9])=[N:6][CH:7]=2)[CH2:12]1. The catalyst class is: 3.